Dataset: Reaction yield outcomes from USPTO patents with 853,638 reactions. Task: Predict the reaction yield, written as a fraction of the theoretical maximum amount of product (1.0 means a 100% yield; for example, 0.34 means a 34% yield). (1) The reactants are [CH3:1][O:2][C:3]1[CH:8]=[C:7]([N+:9]([O-])=O)[CH:6]=[CH:5][C:4]=1[C:12]([CH3:16])([CH3:15])[C:13]#[N:14]. The catalyst is CO.[Pd]. The product is [NH2:9][C:7]1[CH:6]=[CH:5][C:4]([C:12]([CH3:16])([CH3:15])[C:13]#[N:14])=[C:3]([O:2][CH3:1])[CH:8]=1. The yield is 0.900. (2) The reactants are [CH3:1][C:2]([CH3:34])([CH3:33])[C:3]#[C:4][C:5]1[S:9][C:8]([C:10]([O:12]C)=[O:11])=[C:7]([N:14]([C:24](=[O:32])[C:25]2[CH:30]=[CH:29][C:28]([CH3:31])=[CH:27][CH:26]=2)[CH2:15][C:16]([N:18]2[CH2:23][CH2:22][O:21][CH2:20][CH2:19]2)=[O:17])[CH:6]=1.C1COCC1.O[Li].O.Cl. The catalyst is O. The product is [CH3:1][C:2]([CH3:34])([CH3:33])[C:3]#[C:4][C:5]1[S:9][C:8]([C:10]([OH:12])=[O:11])=[C:7]([N:14]([C:24](=[O:32])[C:25]2[CH:30]=[CH:29][C:28]([CH3:31])=[CH:27][CH:26]=2)[CH2:15][C:16]([N:18]2[CH2:23][CH2:22][O:21][CH2:20][CH2:19]2)=[O:17])[CH:6]=1. The yield is 0.720. (3) The reactants are [C:1]1([C@@H:7]2[CH2:9][C@H:8]2[NH2:10])[CH:6]=[CH:5][CH:4]=[CH:3][CH:2]=1.[CH3:11][N:12]1[CH2:17][CH2:16][CH:15]([CH:18]=O)[CH2:14][CH2:13]1.C(O[BH-](OC(=O)C)OC(=O)C)(=O)C.[Na+].C([O-])(O)=O.[Na+]. The catalyst is C(Cl)(Cl)Cl.CC(O)=O. The product is [CH3:11][N:12]1[CH2:17][CH2:16][CH:15]([CH2:18][NH:10][C@@H:8]2[CH2:9][C@H:7]2[C:1]2[CH:6]=[CH:5][CH:4]=[CH:3][CH:2]=2)[CH2:14][CH2:13]1. The yield is 0.130. (4) The reactants are [C:1]([C:3]1[CH:8]=[CH:7][N:6]=[C:5]([C:9]([NH:11][C:12]2[CH:13]=[C:14]3[C:18](=[CH:19][CH:20]=2)[N:17]([CH2:21][CH3:22])[CH:16]=[C:15]3[CH:23]2[CH2:28][CH2:27][N:26](C(OC(C)(C)C)=O)[CH2:25][CH2:24]2)=[O:10])[CH:4]=1)#[N:2].Cl.C([O-])(O)=O.[Na+]. The catalyst is C(Cl)Cl. The product is [C:1]([C:3]1[CH:8]=[CH:7][N:6]=[C:5]([C:9]([NH:11][C:12]2[CH:13]=[C:14]3[C:18](=[CH:19][CH:20]=2)[N:17]([CH2:21][CH3:22])[CH:16]=[C:15]3[CH:23]2[CH2:24][CH2:25][NH:26][CH2:27][CH2:28]2)=[O:10])[CH:4]=1)#[N:2]. The yield is 0.870. (5) The yield is 0.710. The reactants are Br[C:2]1[CH:11]=[CH:10][CH:9]=[C:8]([Cl:12])[C:3]=1[C:4]([O:6][CH3:7])=[O:5].[CH:13]1(B(O)O)[CH2:15][CH2:14]1.P(C1CCCCC1)(C1CCCCC1)C1CCCCC1.[O-]P([O-])([O-])=O.[K+].[K+].[K+]. The catalyst is C1(C)C=CC=CC=1.O.CC([O-])=O.CC([O-])=O.[Pd+2]. The product is [Cl:12][C:8]1[CH:9]=[CH:10][CH:11]=[C:2]([CH:13]2[CH2:15][CH2:14]2)[C:3]=1[C:4]([O:6][CH3:7])=[O:5]. (6) The reactants are [NH:1]1[CH:5]=[CH:4][CH:3]=C1.[H-].[Na+].Cl[C:9]1[CH:18]=[CH:17][C:12]([C:13]([O:15][CH3:16])=[O:14])=[CH:11][N:10]=1.O.C[N:21](C=O)C. No catalyst specified. The product is [N:1]1([C:9]2[CH:18]=[CH:17][C:12]([C:13]([O:15][CH3:16])=[O:14])=[CH:11][N:10]=2)[CH:5]=[CH:4][CH:3]=[N:21]1. The yield is 0.640.